From a dataset of Catalyst prediction with 721,799 reactions and 888 catalyst types from USPTO. Predict which catalyst facilitates the given reaction. (1) The catalyst class is: 14. Product: [Cl:38][C:34]1[CH:33]=[C:32]([CH:37]=[CH:36][CH:35]=1)[CH2:31][NH:30][C:26]1[N:25]=[C:24]([C:23]2[C:18]3[C:19](=[N:20][C:15]([NH:14][CH:11]4[CH2:10][CH2:9][NH:8][CH2:13][CH2:12]4)=[N:16][CH:17]=3)[NH:21][N:22]=2)[CH:29]=[CH:28][N:27]=1. Reactant: C(OC([N:8]1[CH2:13][CH2:12][CH:11]([NH:14][C:15]2[N:20]=[C:19]3[NH:21][N:22]=[C:23]([C:24]4[CH:29]=[CH:28][N:27]=[C:26]([NH:30][CH2:31][C:32]5[CH:37]=[CH:36][CH:35]=[C:34]([Cl:38])[CH:33]=5)[N:25]=4)[C:18]3=[CH:17][N:16]=2)[CH2:10][CH2:9]1)=O)(C)(C)C.Cl. (2) Reactant: Cl[C:2]1[C:11]2=[N:12][N:13](CC3C=CC(OC)=CC=3)[CH:14]=[C:10]2[C:9]2[CH:8]=[C:7]([O:24][CH3:25])[CH:6]=[CH:5][C:4]=2[N:3]=1.[NH2:26][C:27]1[CH:32]=[CH:31][C:30]([C:33]([N:35]2[CH2:40][CH2:39][N:38]([CH3:41])[CH2:37][CH2:36]2)=[O:34])=[CH:29][CH:28]=1.Cl. Product: [CH3:25][O:24][C:7]1[CH:6]=[CH:5][C:4]2[N:3]=[C:2]([NH:26][C:27]3[CH:28]=[CH:29][C:30]([C:33]([N:35]4[CH2:36][CH2:37][N:38]([CH3:41])[CH2:39][CH2:40]4)=[O:34])=[CH:31][CH:32]=3)[C:11]3=[N:12][NH:13][CH:14]=[C:10]3[C:9]=2[CH:8]=1. The catalyst class is: 71.